From a dataset of Peptide-MHC class I binding affinity with 185,985 pairs from IEDB/IMGT. Regression. Given a peptide amino acid sequence and an MHC pseudo amino acid sequence, predict their binding affinity value. This is MHC class I binding data. (1) The peptide sequence is RAENRTYIYWH. The MHC is Mamu-A01 with pseudo-sequence Mamu-A01. The binding affinity (normalized) is 0. (2) The peptide sequence is ETIFTVLAL. The MHC is HLA-B27:05 with pseudo-sequence HLA-B27:05. The binding affinity (normalized) is 0.0847. (3) The peptide sequence is TLYQIQVMKR. The MHC is HLA-A31:01 with pseudo-sequence HLA-A31:01. The binding affinity (normalized) is 0.447. (4) The peptide sequence is MGHPKNAYL. The MHC is HLA-A11:01 with pseudo-sequence HLA-A11:01. The binding affinity (normalized) is 0.0847. (5) The peptide sequence is KPKLARGEL. The MHC is HLA-A02:06 with pseudo-sequence HLA-A02:06. The binding affinity (normalized) is 0.375. (6) The peptide sequence is RPRLHSISF. The MHC is HLA-B40:01 with pseudo-sequence HLA-B40:01. The binding affinity (normalized) is 0.0847.